From a dataset of NCI-60 drug combinations with 297,098 pairs across 59 cell lines. Regression. Given two drug SMILES strings and cell line genomic features, predict the synergy score measuring deviation from expected non-interaction effect. (1) Drug 1: CC1OCC2C(O1)C(C(C(O2)OC3C4COC(=O)C4C(C5=CC6=C(C=C35)OCO6)C7=CC(=C(C(=C7)OC)O)OC)O)O. Drug 2: CC1CCC2CC(C(=CC=CC=CC(CC(C(=O)C(C(C(=CC(C(=O)CC(OC(=O)C3CCCCN3C(=O)C(=O)C1(O2)O)C(C)CC4CCC(C(C4)OC)OCCO)C)C)O)OC)C)C)C)OC. Cell line: OVCAR-8. Synergy scores: CSS=43.3, Synergy_ZIP=-0.900, Synergy_Bliss=-0.970, Synergy_Loewe=2.46, Synergy_HSA=4.35. (2) Drug 2: C1=NC2=C(N=C(N=C2N1C3C(C(C(O3)CO)O)F)Cl)N. Cell line: MDA-MB-435. Synergy scores: CSS=4.53, Synergy_ZIP=-6.60, Synergy_Bliss=-5.40, Synergy_Loewe=-18.1, Synergy_HSA=-4.63. Drug 1: CC(CN1CC(=O)NC(=O)C1)N2CC(=O)NC(=O)C2.